From a dataset of hERG Central: cardiac toxicity at 1µM, 10µM, and general inhibition. Predict hERG channel inhibition at various concentrations. (1) The drug is CCOC(=O)C1CCN(CCCSc2ccc(Cl)cc2)CC1.Cl. Results: hERG_inhib (hERG inhibition (general)): blocker. (2) The compound is CCOc1ccccc1N1CCN(Cc2cn[nH]c2-c2ccc(F)cc2)CC1. Results: hERG_inhib (hERG inhibition (general)): blocker. (3) Results: hERG_inhib (hERG inhibition (general)): blocker. The drug is CCc1nnc2n1N=C(c1ccc([N+](=O)[O-])cc1)CS2.